Predict the product of the given reaction. From a dataset of Forward reaction prediction with 1.9M reactions from USPTO patents (1976-2016). (1) Given the reactants C(P(CCCC)CCCC)CCC.[OH:14][C:15]1[CH:20]=[CH:19][C:18]([CH2:21][C:22]([O:24][CH3:25])=[O:23])=[CH:17][CH:16]=1.[Br:26][C:27]1[CH:32]=[CH:31][C:30]([C:33]([C:37]2[CH:42]=[CH:41][C:40]([Br:43])=[CH:39][CH:38]=2)=[CH:34][CH2:35]O)=[CH:29][CH:28]=1, predict the reaction product. The product is: [CH3:25][O:24][C:22](=[O:23])[CH2:21][C:18]1[CH:17]=[CH:16][C:15]([O:14][CH2:35][CH:34]=[C:33]([C:30]2[CH:29]=[CH:28][C:27]([Br:26])=[CH:32][CH:31]=2)[C:37]2[CH:38]=[CH:39][C:40]([Br:43])=[CH:41][CH:42]=2)=[CH:20][CH:19]=1. (2) Given the reactants [Br:1][C:2]1[CH:3]=[N:4][C:5]2[N:6]([N:8]=[C:9]([C:11]([OH:13])=O)[CH:10]=2)[CH:7]=1.[CH3:14][N:15]1[CH:19]=[CH:18][CH:17]=[C:16]1[C:20]1[CH2:21][CH2:22][NH:23][CH2:24][CH:25]=1, predict the reaction product. The product is: [Br:1][C:2]1[CH:3]=[N:4][C:5]2[N:6]([N:8]=[C:9]([C:11]([N:23]3[CH2:24][CH:25]=[C:20]([C:16]4[N:15]([CH3:14])[CH:19]=[CH:18][CH:17]=4)[CH2:21][CH2:22]3)=[O:13])[CH:10]=2)[CH:7]=1.